Dataset: Peptide-MHC class I binding affinity with 185,985 pairs from IEDB/IMGT. Task: Regression. Given a peptide amino acid sequence and an MHC pseudo amino acid sequence, predict their binding affinity value. This is MHC class I binding data. (1) The peptide sequence is MLKLRVDVF. The MHC is HLA-B08:01 with pseudo-sequence HLA-B08:01. The binding affinity (normalized) is 0.523. (2) The peptide sequence is EAVEGSTEL. The MHC is H-2-Db with pseudo-sequence H-2-Db. The binding affinity (normalized) is 0. (3) The peptide sequence is LVGGREWSY. The MHC is HLA-B58:01 with pseudo-sequence HLA-B58:01. The binding affinity (normalized) is 0.0847. (4) The binding affinity (normalized) is 0.0847. The MHC is HLA-B18:01 with pseudo-sequence HLA-B18:01. The peptide sequence is YVLSFQVTF.